This data is from Forward reaction prediction with 1.9M reactions from USPTO patents (1976-2016). The task is: Predict the product of the given reaction. (1) Given the reactants [CH3:1][CH:2]([N:9]1[CH2:14][CH2:13][N:12]([C:15]([C:17]2[CH:24]=[CH:23][C:20]([CH:21]=O)=[CH:19][CH:18]=2)=[O:16])[CH2:11][CH2:10]1)[CH2:3][CH2:4][CH2:5][CH2:6][CH2:7][CH3:8].[NH:25]1[CH2:30][CH2:29][CH2:28][CH2:27][CH2:26]1, predict the reaction product. The product is: [CH3:1][CH:2]([N:9]1[CH2:14][CH2:13][N:12]([C:15]([C:17]2[CH:24]=[CH:23][C:20]([CH2:21][N:25]3[CH2:30][CH2:29][CH2:28][CH2:27][CH2:26]3)=[CH:19][CH:18]=2)=[O:16])[CH2:11][CH2:10]1)[CH2:3][CH2:4][CH2:5][CH2:6][CH2:7][CH3:8]. (2) Given the reactants [NH2:1][C:2]([CH2:4][CH2:5][C:6]([O-:8])=O)=[O:3].[NH2:9][OH:10], predict the reaction product. The product is: [OH:10][NH:9][C:6](=[O:8])[CH2:5][CH2:4][C:2]([NH2:1])=[O:3].